From a dataset of Reaction yield outcomes from USPTO patents with 853,638 reactions. Predict the reaction yield, written as a fraction of the theoretical maximum amount of product (1.0 means a 100% yield; for example, 0.34 means a 34% yield). (1) The reactants are [NH:1]1[CH2:6][CH2:5][O:4][CH2:3][CH2:2]1.C(=O)([O-])[O-].[Na+].[Na+].Cl[C:14]1[N:19]=[C:18]([O:20][C:21]2[CH:49]=[CH:48][CH:47]=[CH:46][C:22]=2[CH2:23][NH:24][C:25]([NH:27][C:28]2[N:32]([C:33]3[CH:38]=[CH:37][CH:36]=[C:35]([N:39]([CH3:41])[CH3:40])[CH:34]=3)[N:31]=[C:30]([C:42]([CH3:45])([CH3:44])[CH3:43])[CH:29]=2)=[O:26])[CH:17]=[CH:16][N:15]=1. The catalyst is C(O)C. The product is [O:4]1[CH2:5][CH2:6][N:1]([C:14]2[N:19]=[C:18]([O:20][C:21]3[CH:49]=[CH:48][CH:47]=[CH:46][C:22]=3[CH2:23][NH:24][C:25]([NH:27][C:28]3[N:32]([C:33]4[CH:38]=[CH:37][CH:36]=[C:35]([N:39]([CH3:41])[CH3:40])[CH:34]=4)[N:31]=[C:30]([C:42]([CH3:45])([CH3:43])[CH3:44])[CH:29]=3)=[O:26])[CH:17]=[CH:16][N:15]=2)[CH2:2][CH2:3]1. The yield is 0.950. (2) The yield is 0.690. The product is [CH3:66][CH:65]([CH3:67])[C@:64]([C:69]([NH:37][C@H:36]([C:35]([N:34]([C@@H:29]([C@@H:30]([CH3:33])[CH2:31][CH3:32])[C@H:28]([O:43][CH3:44])[CH2:27][C:26]([N:22]1[CH2:23][CH2:24][CH2:25][C@H:21]1[C@H:3]([O:2][CH3:1])[C@@H:4]([CH3:20])[C:5]([NH:7][C@@H:8]([CH2:9][C:10]1[CH:11]=[CH:12][CH:13]=[CH:14][CH:15]=1)[C:16]([O:18][CH3:19])=[O:17])=[O:6])=[O:45])[CH3:42])=[O:41])[CH:38]([CH3:39])[CH3:40])=[O:70])([CH3:68])[NH2:63]. The reactants are [CH3:1][O:2][C@@H:3]([C@@H:21]1[CH2:25][CH2:24][CH2:23][N:22]1[C:26](=[O:45])[CH2:27][C@@H:28]([O:43][CH3:44])[C@@H:29]([N:34]([CH3:42])[C:35](=[O:41])[C@H:36]([CH:38]([CH3:40])[CH3:39])[NH2:37])[C@@H:30]([CH3:33])[CH2:31][CH3:32])[C@@H:4]([CH3:20])[C:5]([NH:7][C@H:8]([C:16]([O:18][CH3:19])=[O:17])[CH2:9][C:10]1[CH:15]=[CH:14][CH:13]=[CH:12][CH:11]=1)=[O:6].C1C2C(COC([NH:63][C@@:64]([C:69](O)=[O:70])([CH3:68])[CH:65]([CH3:67])[CH3:66])=O)C3C(=CC=CC=3)C=2C=CC=1.CCN(C(C)C)C(C)C.CN(C(ON1N=NC2C=CC=NC1=2)=[N+](C)C)C.F[P-](F)(F)(F)(F)F.C(NCC)C. The catalyst is ClCCl. (3) The reactants are [Cl:1][C:2]1[CH:18]=[C:17]([Cl:19])[C:16]([O:20][CH2:21][C:22]2[CH:27]=[CH:26][C:25]([O:28][CH3:29])=[CH:24][CH:23]=2)=[CH:15][C:3]=1[O:4][C:5]1[N:9]([CH3:10])[N:8]=[C:7]([CH3:11])[C:6]=1[C:12](O)=[O:13].O[NH:31][C:32](=[NH:34])[CH3:33].O. The catalyst is CN(C)C=O. The product is [Cl:1][C:2]1[CH:18]=[C:17]([Cl:19])[C:16]([O:20][CH2:21][C:22]2[CH:27]=[CH:26][C:25]([O:28][CH3:29])=[CH:24][CH:23]=2)=[CH:15][C:3]=1[O:4][C:5]1[N:9]([CH3:10])[N:8]=[C:7]([CH3:11])[C:6]=1[C:12]1[O:13][N:34]=[C:32]([CH3:33])[N:31]=1. The yield is 0.470. (4) The reactants are [CH3:1][O:2][C:3](=[O:12])[C:4]1[CH:9]=[CH:8][C:7]([NH2:10])=[C:6]([NH2:11])[CH:5]=1.[Cl:13][C:14]1[CH:24]=[C:23]([Cl:25])[CH:22]=[CH:21][C:15]=1[O:16][CH2:17][C:18](O)=O.ClCCl.[OH-].[Na+]. The catalyst is C[Si](OP(=O)=O)(C)C. The product is [CH3:1][O:2][C:3]([C:4]1[CH:9]=[CH:8][C:7]2[NH:10][C:18]([CH2:17][O:16][C:15]3[CH:21]=[CH:22][C:23]([Cl:25])=[CH:24][C:14]=3[Cl:13])=[N:11][C:6]=2[CH:5]=1)=[O:12]. The yield is 0.520. (5) The reactants are [C:1]([O:5][C:6]([N:8]1[CH2:12][CH2:11][CH2:10][C@H:9]1[C@H:13]([O:19][CH3:20])[C@@H:14]([CH3:18])[C:15]([OH:17])=O)=[O:7])([CH3:4])([CH3:3])[CH3:2].Cl.[C:22]1([CH2:28][C@@H:29]([C:31]2[S:32][CH:33]=[CH:34][N:35]=2)[NH2:30])[CH:27]=[CH:26][CH:25]=[CH:24][CH:23]=1.C(P(C#N)(CC)=O)C.C(N(CC)CC)C. The catalyst is CN(C)C=O.C(OCC)(=O)C.C1(C)C=CC=CC=1. The product is [CH3:20][O:19][C@@H:13]([C@@H:9]1[CH2:10][CH2:11][CH2:12][N:8]1[C:6]([O:5][C:1]([CH3:2])([CH3:3])[CH3:4])=[O:7])[C@@H:14]([CH3:18])[C:15](=[O:17])[NH:30][C@H:29]([C:31]1[S:32][CH:33]=[CH:34][N:35]=1)[CH2:28][C:22]1[CH:27]=[CH:26][CH:25]=[CH:24][CH:23]=1. The yield is 0.810.